Dataset: Forward reaction prediction with 1.9M reactions from USPTO patents (1976-2016). Task: Predict the product of the given reaction. (1) Given the reactants [CH2:1]([O:5][C:6]1[CH:11]=[CH:10][C:9]([CH2:12][CH2:13][C:14]([O:16]CC)=[O:15])=[CH:8][C:7]=1[O:19][CH3:20])[C:2]#[C:3][CH3:4].[OH-].[Na+], predict the reaction product. The product is: [CH2:1]([O:5][C:6]1[CH:11]=[CH:10][C:9]([CH2:12][CH2:13][C:14]([OH:16])=[O:15])=[CH:8][C:7]=1[O:19][CH3:20])[C:2]#[C:3][CH3:4]. (2) Given the reactants [F:1][C:2]([F:13])([F:12])[C:3]1[CH:8]=[CH:7][C:6]([CH:9]([NH2:11])[CH3:10])=[CH:5][CH:4]=1.[F:14][C:15]1[CH:16]=[C:17]([CH:27]=[CH:28][C:29]=1[F:30])[C:18]([C:20](=[CH:23]N(C)C)[C:21]#[N:22])=[O:19], predict the reaction product. The product is: [F:14][C:15]1[CH:16]=[C:17]2[C:27](=[CH:28][C:29]=1[F:30])[N:11]([CH:9]([C:6]1[CH:5]=[CH:4][C:3]([C:2]([F:12])([F:13])[F:1])=[CH:8][CH:7]=1)[CH3:10])[CH:23]=[C:20]([C:21]#[N:22])[C:18]2=[O:19]. (3) Given the reactants C1(C)C=CC(S(O)(=O)=O)=CC=1.Cl[C:13]1[N:18]=[C:17]([C:19]([F:22])([F:21])[F:20])[CH:16]=[CH:15][N:14]=1.[CH3:23][S:24]([N:27]1[CH2:32][CH2:31][N:30]([C:33]2[CH:34]=[C:35]([NH2:45])[CH:36]=[C:37]([C:39]3[CH:44]=[CH:43][CH:42]=[CH:41][CH:40]=3)[CH:38]=2)[CH2:29][CH2:28]1)(=[O:26])=[O:25], predict the reaction product. The product is: [CH3:23][S:24]([N:27]1[CH2:28][CH2:29][N:30]([C:33]2[CH:34]=[C:35]([NH:45][C:13]3[N:18]=[C:17]([C:19]([F:22])([F:21])[F:20])[CH:16]=[CH:15][N:14]=3)[CH:36]=[C:37]([C:39]3[CH:44]=[CH:43][CH:42]=[CH:41][CH:40]=3)[CH:38]=2)[CH2:31][CH2:32]1)(=[O:25])=[O:26].